Dataset: Reaction yield outcomes from USPTO patents with 853,638 reactions. Task: Predict the reaction yield, written as a fraction of the theoretical maximum amount of product (1.0 means a 100% yield; for example, 0.34 means a 34% yield). (1) The reactants are [C:1]([N:8]1[CH2:13][CH2:12][NH:11][CH2:10][CH2:9]1)([O:3][C:4]([CH3:7])([CH3:6])[CH3:5])=[O:2].[CH:14]([N:17]1[C:21]([N:22]2[N:31]=[C:30]3[C:24]([CH2:25][CH2:26][O:27][C:28]4[CH:35]=[CH:34][C:33]([C:36](O)=[O:37])=[CH:32][C:29]=43)=[CH:23]2)=[N:20][CH:19]=[N:18]1)([CH3:16])[CH3:15].CCN=C=NCCCN(C)C.C1C=CC2N(O)N=NC=2C=1.C(N(CC)CC)C. The catalyst is CN(C=O)C.C(OCC)(=O)C. The product is [C:4]([O:3][C:1]([N:8]1[CH2:9][CH2:10][N:11]([C:36]([C:33]2[CH:34]=[CH:35][C:28]3[O:27][CH2:26][CH2:25][C:24]4[C:30](=[N:31][N:22]([C:21]5[N:17]([CH:14]([CH3:15])[CH3:16])[N:18]=[CH:19][N:20]=5)[CH:23]=4)[C:29]=3[CH:32]=2)=[O:37])[CH2:12][CH2:13]1)=[O:2])([CH3:7])([CH3:6])[CH3:5]. The yield is 0.960. (2) The reactants are [Br:1][C:2]1[CH:7]=[CH:6][C:5](B(O)O)=[CH:4][CH:3]=1.C([O-])([O-])=O.[Na+].[Na+].I[C:18]1[CH:24]=[CH:23][CH:22]=[CH:21][C:19]=1[NH2:20]. The catalyst is C1(C)C=CC=CC=1.[Pd].C1(P(C2C=CC=CC=2)C2C=CC=CC=2)C=CC=CC=1.C1(P(C2C=CC=CC=2)C2C=CC=CC=2)C=CC=CC=1.C1(P(C2C=CC=CC=2)C2C=CC=CC=2)C=CC=CC=1.C1(P(C2C=CC=CC=2)C2C=CC=CC=2)C=CC=CC=1. The product is [Br:1][C:2]1[CH:7]=[CH:6][C:5]([C:18]2[CH:24]=[CH:23][CH:22]=[CH:21][C:19]=2[NH2:20])=[CH:4][CH:3]=1. The yield is 0.690. (3) The reactants are [SH:1][CH2:2][CH2:3][OH:4].Cl[C:6]1[N:11]=[N:10][C:9]([N:12]2[CH:16]=[CH:15][C:14]([CH:17]([C:19]3[CH:31]=[CH:30][C:22]4[N:23]([CH2:27][O:28][CH3:29])[C:24](=[O:26])[S:25][C:21]=4[CH:20]=3)[CH3:18])=[N:13]2)=[CH:8][CH:7]=1.C(=O)([O-])[O-].[Cs+].[Cs+]. The catalyst is CN(C)C=O. The product is [OH:4][CH2:3][CH2:2][S:1][C:6]1[N:11]=[N:10][C:9]([N:12]2[CH:16]=[CH:15][C:14]([CH:17]([C:19]3[CH:31]=[CH:30][C:22]4[N:23]([CH2:27][O:28][CH3:29])[C:24](=[O:26])[S:25][C:21]=4[CH:20]=3)[CH3:18])=[N:13]2)=[CH:8][CH:7]=1. The yield is 0.784. (4) The reactants are C([O:8][C:9]1[CH:31]=[CH:30][C:29]([C:32]2[N:33]=[C:34]([CH3:37])[S:35][CH:36]=2)=[CH:28][C:10]=1[C:11]([NH:13][C:14]1[CH:19]=[C:18]([C:20]([F:23])([F:22])[F:21])[CH:17]=[C:16]([C:24]([F:27])([F:26])[F:25])[CH:15]=1)=[O:12])C1C=CC=CC=1. The catalyst is C(O)C.[Pd]. The product is [F:27][C:24]([F:25])([F:26])[C:16]1[CH:15]=[C:14]([NH:13][C:11](=[O:12])[C:10]2[CH:28]=[C:29]([C:32]3[N:33]=[C:34]([CH3:37])[S:35][CH:36]=3)[CH:30]=[CH:31][C:9]=2[OH:8])[CH:19]=[C:18]([C:20]([F:21])([F:22])[F:23])[CH:17]=1. The yield is 0.792.